This data is from Catalyst prediction with 721,799 reactions and 888 catalyst types from USPTO. The task is: Predict which catalyst facilitates the given reaction. (1) Reactant: Cl[C:2]1[C:3](=[O:24])[N:4]([CH2:19][C@@H:20]([CH3:23])[CH2:21][CH3:22])[C:5]([C:9]2[C:14]([F:15])=[CH:13][C:12]([O:16][CH3:17])=[CH:11][C:10]=2[F:18])=[C:6]([Cl:8])[N:7]=1.[CH3:25][N:26]1[CH:30]=[CH:29][C:28]([Sn](CCCC)(CCCC)CCCC)=[N:27]1. Product: [Cl:8][C:6]1[N:7]=[C:2]([C:28]2[CH:29]=[CH:30][N:26]([CH3:25])[N:27]=2)[C:3](=[O:24])[N:4]([CH2:19][C@@H:20]([CH3:23])[CH2:21][CH3:22])[C:5]=1[C:9]1[C:14]([F:15])=[CH:13][C:12]([O:16][CH3:17])=[CH:11][C:10]=1[F:18]. The catalyst class is: 747. (2) Product: [Br:1][C:2]1[CH:3]=[C:4]2[C:5](=[CH:6][C:7]=1[CH3:8])[N:9]=[CH:17][CH:12]=[N:10]2. The catalyst class is: 8. Reactant: [Br:1][C:2]1[CH:3]=[C:4]([NH2:10])[C:5]([NH2:9])=[CH:6][C:7]=1[CH3:8].O[C@H:12]1[C@H:17](O)OCCO1. (3) Reactant: CS(O[CH2:6][C:7]1[C:12]([CH2:13]OS(C)(=O)=O)=[CH:11][C:10]([Br:19])=[CH:9][N:8]=1)(=O)=O.[CH3:20][Si:21]([CH3:37])([CH3:36])[CH2:22][CH2:23][O:24][CH2:25][N:26]1[C:30]2=[N:31][CH:32]=[CH:33][CH:34]=[C:29]2[CH2:28][C:27]1=[O:35].C(=O)([O-])[O-].[Cs+].[Cs+]. Product: [Br:19][C:10]1[CH:11]=[C:12]2[CH2:13][C:28]3([C:29]4[C:30](=[N:31][CH:32]=[CH:33][CH:34]=4)[N:26]([CH2:25][O:24][CH2:23][CH2:22][Si:21]([CH3:36])([CH3:20])[CH3:37])[C:27]3=[O:35])[CH2:6][C:7]2=[N:8][CH:9]=1. The catalyst class is: 14. (4) Reactant: [CH2:1]([O:3][C:4](=[O:17])/[CH:5]=[CH:6]/[C:7]([C:10]1[CH:15]=[CH:14][C:13]([F:16])=[CH:12][CH:11]=1)([CH3:9])[CH3:8])[CH3:2]. Product: [CH2:1]([O:3][C:4](=[O:17])[CH2:5][CH2:6][C:7]([C:10]1[CH:11]=[CH:12][C:13]([F:16])=[CH:14][CH:15]=1)([CH3:9])[CH3:8])[CH3:2]. The catalyst class is: 603. (5) Reactant: Br[C:2]1[C:3]([CH3:17])=[N:4][N:5]([CH:14]([CH3:16])[CH3:15])[C:6]=1[C:7]1[CH:12]=[CH:11][C:10]([F:13])=[CH:9][CH:8]=1.CC1(C)C(C)(C)OB([C:26]2[CH:27]=[CH:28][C:29]3[O:34][CH2:33][C:32](=[O:35])[NH:31][C:30]=3[CH:36]=2)O1.C(=O)([O-])[O-].[Cs+].[Cs+]. Product: [F:13][C:10]1[CH:11]=[CH:12][C:7]([C:6]2[N:5]([CH:14]([CH3:16])[CH3:15])[N:4]=[C:3]([CH3:17])[C:2]=2[C:26]2[CH:27]=[CH:28][C:29]3[O:34][CH2:33][C:32](=[O:35])[NH:31][C:30]=3[CH:36]=2)=[CH:8][CH:9]=1. The catalyst class is: 12. (6) Reactant: [N+:1]([C:4]1[CH:5]=[C:6]([C:13]2[O:14][C:15]3[CH:21]=[CH:20][C:19]([C:22]4[CH:27]=[CH:26][CH:25]=[CH:24][CH:23]=4)=[CH:18][C:16]=3[N:17]=2)[CH:7]=[CH:8][C:9]=1[O:10][CH2:11][CH3:12])([O-])=O. Product: [NH2:1][C:4]1[CH:5]=[C:6]([C:13]2[O:14][C:15]3[CH:21]=[CH:20][C:19]([C:22]4[CH:27]=[CH:26][CH:25]=[CH:24][CH:23]=4)=[CH:18][C:16]=3[N:17]=2)[CH:7]=[CH:8][C:9]=1[O:10][CH2:11][CH3:12]. The catalyst class is: 505. (7) Reactant: O.[NH2:2]N.CO[N:6]=[CH:7][C:8]1[CH:13]=[CH:12][C:11]([N:14]2[CH2:18][CH2:17][N:16]([C:19]3[CH:20]=[N:21][CH:22]=[CH:23][C:24]=3[CH3:25])[C:15]2=[O:26])=[CH:10][C:9]=1F.CO. Product: [NH:2]1[C:9]2[C:8](=[CH:13][CH:12]=[C:11]([N:14]3[CH2:18][CH2:17][N:16]([C:19]4[CH:20]=[N:21][CH:22]=[CH:23][C:24]=4[CH3:25])[C:15]3=[O:26])[CH:10]=2)[CH:7]=[N:6]1. The catalyst class is: 22. (8) The catalyst class is: 2. Reactant: [F:1][C:2]1[CH:7]=[CH:6][C:5]([S:8]([N:11]([CH2:15][C:16]([OH:18])=O)[CH:12]([CH3:14])[CH3:13])(=[O:10])=[O:9])=[CH:4][CH:3]=1.[Br:19][C:20]1[CH:21]=[C:22]([CH2:26][NH2:27])[CH:23]=[CH:24][CH:25]=1.CN(C(ON1N=NC2C=CC=NC1=2)=[N+](C)C)C.F[P-](F)(F)(F)(F)F.OS([O-])(=O)=O.[K+]. Product: [Br:19][C:20]1[CH:21]=[C:22]([CH:23]=[CH:24][CH:25]=1)[CH2:26][NH:27][C:16](=[O:18])[CH2:15][N:11]([CH:12]([CH3:13])[CH3:14])[S:8]([C:5]1[CH:4]=[CH:3][C:2]([F:1])=[CH:7][CH:6]=1)(=[O:9])=[O:10]. (9) Reactant: [F:1][C:2]1[C:3]([N:10]2[CH:27]=[C:13]3[C:14]([NH:19][C:20]4[CH:25]=[C:24]([CH3:26])[N:23]=[CH:22][N:21]=4)=[N:15][CH:16]=[C:17]([F:18])[C:12]3=[N:11]2)=[C:4]([CH:7]=[CH:8][CH:9]=1)[C:5]#[N:6].[ClH:28]. Product: [ClH:28].[F:1][C:2]1[C:3]([N:10]2[CH:27]=[C:13]3[C:14]([NH:19][C:20]4[CH:25]=[C:24]([CH3:26])[N:23]=[CH:22][N:21]=4)=[N:15][CH:16]=[C:17]([F:18])[C:12]3=[N:11]2)=[C:4]([CH:7]=[CH:8][CH:9]=1)[C:5]#[N:6]. The catalyst class is: 41. (10) Reactant: [CH3:1][C:2](=[O:7])[CH2:3][C:4](=[O:6])[CH3:5].C(P(CCCCCCCC)CCCCCCCC)CCCCCCC.[C:33]([O:37][CH2:38][CH3:39])(=[O:36])[CH:34]=[CH2:35].C(O)(=O)C. Product: [CH2:38]([O:37][C:33](=[O:36])[CH2:34][CH2:35][CH:3]([C:2](=[O:7])[CH3:1])[C:4](=[O:6])[CH3:5])[CH3:39]. The catalyst class is: 27.